This data is from Forward reaction prediction with 1.9M reactions from USPTO patents (1976-2016). The task is: Predict the product of the given reaction. (1) Given the reactants [CH:1]1([C:4]2[NH:8][N:7]=[C:6]([NH:9][C:10]3[CH:15]=[CH:14][N:13]=[C:12]([NH:16][CH:17]([C:19]4[N:24]=[CH:23][C:22]5[N:25](CC6C=CC(OC)=CC=6)[CH:26]=[N:27][C:21]=5[CH:20]=4)[CH3:18])[N:11]=3)[CH:5]=2)[CH2:3][CH2:2]1, predict the reaction product. The product is: [N:27]1[C:21]2[CH:20]=[C:19]([CH:17]([NH:16][C:12]3[N:11]=[C:10]([NH:9][C:6]4[CH:5]=[C:4]([CH:1]5[CH2:3][CH2:2]5)[NH:8][N:7]=4)[CH:15]=[CH:14][N:13]=3)[CH3:18])[N:24]=[CH:23][C:22]=2[NH:25][CH:26]=1. (2) Given the reactants [O:1]=[C:2]1[C:11]2[C:6](=[CH:7][CH:8]=[C:9]([C:12]([OH:14])=O)[CH:10]=2)[CH:5]=[CH:4][N:3]1[CH2:15][C:16]1[CH:21]=[CH:20][C:19]([C:22]2[N:23]=[N:24][NH:25][N:26]=2)=[CH:18][CH:17]=1.[CH3:27][O:28][C:29]1[CH:30]=[C:31]([CH:34]=[CH:35][CH:36]=1)[CH2:32][NH2:33], predict the reaction product. The product is: [CH3:27][O:28][C:29]1[CH:30]=[C:31]([CH:34]=[CH:35][CH:36]=1)[CH2:32][NH:33][C:12]([C:9]1[CH:10]=[C:11]2[C:6]([CH:5]=[CH:4][N:3]([CH2:15][C:16]3[CH:17]=[CH:18][C:19]([C:22]4[N:23]=[N:24][NH:25][N:26]=4)=[CH:20][CH:21]=3)[C:2]2=[O:1])=[CH:7][CH:8]=1)=[O:14]. (3) Given the reactants [Br:1][C:2]1[CH:27]=[CH:26][C:5]([O:6][C:7]2[CH:12]=[CH:11][CH:10]=[CH:9][C:8]=2[NH:13][S:14]([C:17]2[CH:25]=[CH:24][C:20]([C:21]([OH:23])=O)=[CH:19][CH:18]=2)(=[O:16])=[O:15])=[CH:4][CH:3]=1.[N:28]1([CH:34]2[CH2:39][CH2:38][N:37]([CH2:40][CH2:41][CH2:42][NH:43]C(=O)C3C=CC(S(=O)(=O)NC4C=CC=CC=4OC4C=CC(Cl)=CC=4Cl)=CC=3)[CH2:36][CH2:35]2)[CH2:33][CH2:32][CH2:31][CH2:30][CH2:29]1, predict the reaction product. The product is: [N:28]1([CH:34]2[CH2:39][CH2:38][N:37]([CH2:40][CH2:41][CH2:42][NH:43][C:21](=[O:23])[C:20]3[CH:19]=[CH:18][C:17]([S:14](=[O:15])(=[O:16])[NH:13][C:8]4[CH:9]=[CH:10][CH:11]=[CH:12][C:7]=4[O:6][C:5]4[CH:4]=[CH:3][C:2]([Br:1])=[CH:27][CH:26]=4)=[CH:25][CH:24]=3)[CH2:36][CH2:35]2)[CH2:33][CH2:32][CH2:31][CH2:30][CH2:29]1. (4) Given the reactants [CH2:1]([NH:8]CCC1C2C(=CC=C(F)C=2OC)N(C)C=1)[C:2]1[CH:7]=[CH:6][CH:5]=[CH:4][CH:3]=1.[CH2:24]([N:26]1[C:34]2[C:29](=[C:30]([O:36][CH3:37])[CH:31]=[CH:32][C:33]=2[F:35])[C:28]([CH2:38][CH2:39]O)=[CH:27]1)[CH3:25], predict the reaction product. The product is: [CH2:1]([NH:8][CH2:39][CH2:38][C:28]1[C:29]2[C:34](=[C:33]([F:35])[CH:32]=[CH:31][C:30]=2[O:36][CH3:37])[N:26]([CH2:24][CH3:25])[CH:27]=1)[C:2]1[CH:7]=[CH:6][CH:5]=[CH:4][CH:3]=1.